Dataset: Forward reaction prediction with 1.9M reactions from USPTO patents (1976-2016). Task: Predict the product of the given reaction. (1) Given the reactants [Br:1][C:2]1[C:7](=[O:8])[N:6]2[CH:9]=[C:10]([F:13])[CH:11]=[CH:12][C:5]2=[N:4][C:3]=1[CH:14]=[O:15].[CH3:16][Mg]Br.CCOCC, predict the reaction product. The product is: [Br:1][C:2]1[C:7](=[O:8])[N:6]2[CH:9]=[C:10]([F:13])[CH:11]=[CH:12][C:5]2=[N:4][C:3]=1[CH:14]([OH:15])[CH3:16]. (2) Given the reactants C(N(C(C)C)CC)(C)C.Br[CH2:11][C:12]([C:14]1[CH:15]=[N:16][C:17]([Br:20])=[CH:18][CH:19]=1)=[O:13].[CH3:21][O:22][C:23]([NH:25][C@@H:26]1[CH:34]2[C:35](=[O:42])[CH2:36][C@H:37]([C:39]([OH:41])=[O:40])[CH2:38][N:32]3[C:33]2=[C:29]([CH:30]=[CH:31]3)[CH2:28][CH2:27]1)=[O:24], predict the reaction product. The product is: [CH3:21][O:22][C:23]([NH:25][C@@H:26]1[CH:34]2[C:35](=[O:42])[CH2:36][C@H:37]([C:39]([O:41][CH2:11][C:12]([C:14]3[CH:15]=[N:16][C:17]([Br:20])=[CH:18][CH:19]=3)=[O:13])=[O:40])[CH2:38][N:32]3[C:33]2=[C:29]([CH:30]=[CH:31]3)[CH2:28][CH2:27]1)=[O:24]. (3) Given the reactants [C:1]([OH:14])(=[O:13])[CH2:2][CH2:3][CH2:4][CH2:5][CH2:6][CH2:7][CH2:8][CH2:9][CH2:10][CH2:11][CH3:12].[CH3:15][CH2:16][CH2:17][CH2:18][CH2:19][CH2:20][CH2:21][CH2:22][CH2:23][CH2:24][CH2:25][CH2:26][CH2:27][CH2:28][O:29][C:30]1[O:34][C:33]([C:35]([OH:37])=[O:36])=[CH:32][CH:31]=1.[C:38]([OH:41])(=[O:40])[CH3:39], predict the reaction product. The product is: [C:1]([OH:14])(=[O:13])[CH2:2][CH2:3][CH2:4][CH2:5][CH2:6][CH2:7][CH2:8][CH2:9][CH2:10][CH2:11][CH3:12].[CH3:15][CH2:16][CH2:17][CH2:18][CH2:19][CH2:20][CH2:21][CH2:22][CH2:23][CH2:24][CH2:25][CH2:26][CH2:27][CH2:28][O:29][C:30]1[O:34][C:33]([C:35]([OH:37])=[O:36])=[CH:32][CH:31]=1.[C:38]([O-:41])(=[O:40])[CH3:39].